Dataset: Reaction yield outcomes from USPTO patents with 853,638 reactions. Task: Predict the reaction yield, written as a fraction of the theoretical maximum amount of product (1.0 means a 100% yield; for example, 0.34 means a 34% yield). The reactants are [F:1][C:2]1[CH:10]=[CH:9][CH:8]=[C:7]2[C:3]=1[CH2:4][NH:5][CH2:6]2.Cl[C:12]1[N:17]=[C:16]([NH:18][C:19]2[CH:20]=[C:21]3[C:25](=[CH:26][CH:27]=2)[NH:24][N:23]=[CH:22]3)[CH:15]=[CH:14][N:13]=1.CCN(C(C)C)C(C)C. The catalyst is CCCCO. The product is [F:1][C:2]1[CH:10]=[CH:9][CH:8]=[C:7]2[C:3]=1[CH2:4][N:5]([C:12]1[N:17]=[C:16]([NH:18][C:19]3[CH:20]=[C:21]4[C:25](=[CH:26][CH:27]=3)[NH:24][N:23]=[CH:22]4)[CH:15]=[CH:14][N:13]=1)[CH2:6]2. The yield is 0.643.